Dataset: Forward reaction prediction with 1.9M reactions from USPTO patents (1976-2016). Task: Predict the product of the given reaction. (1) Given the reactants [C:1]([O:5][C:6]([N:8]1[CH2:13][CH2:12][C@@H:11]([NH2:14])[C@H:10]([OH:15])[CH2:9]1)=[O:7])([CH3:4])([CH3:3])[CH3:2].C(=O)(O)[O-].[Na+].Cl[C:22]([O:24][CH2:25][C:26]1[CH:31]=[CH:30][CH:29]=[CH:28][CH:27]=1)=[O:23], predict the reaction product. The product is: [C:1]([O:5][C:6]([N:8]1[CH2:13][CH2:12][C@@H:11]([NH:14][C:22]([O:24][CH2:25][C:26]2[CH:31]=[CH:30][CH:29]=[CH:28][CH:27]=2)=[O:23])[C@H:10]([OH:15])[CH2:9]1)=[O:7])([CH3:4])([CH3:2])[CH3:3]. (2) Given the reactants Br[C:2]1[CH:7]=[C:6]([F:8])[CH:5]=[CH:4][C:3]=1[F:9].CCCCCC.C([Li])CCC.[Si:21]([O:38][CH2:39][CH2:40][CH2:41][CH2:42][CH2:43][CH:44]=[O:45])([C:34]([CH3:37])([CH3:36])[CH3:35])([C:28]1[CH:33]=[CH:32][CH:31]=[CH:30][CH:29]=1)[C:22]1[CH:27]=[CH:26][CH:25]=[CH:24][CH:23]=1, predict the reaction product. The product is: [Si:21]([O:38][CH2:39][CH2:40][CH2:41][CH2:42][CH2:43][CH:44]([C:2]1[CH:7]=[C:6]([F:8])[CH:5]=[CH:4][C:3]=1[F:9])[OH:45])([C:34]([CH3:36])([CH3:37])[CH3:35])([C:28]1[CH:29]=[CH:30][CH:31]=[CH:32][CH:33]=1)[C:22]1[CH:23]=[CH:24][CH:25]=[CH:26][CH:27]=1. (3) Given the reactants [CH3:1][C:2]1[CH:7]=[CH:6][C:5]([CH2:8][C:9]2([CH2:20][C:21]3[CH:26]=[CH:25][C:24]([CH3:27])=[CH:23][CH:22]=3)[C:18]3[C:13](=[CH:14][C:15]([CH3:19])=[CH:16][CH:17]=3)C=[N:11][CH2:10]2)=[CH:4][CH:3]=1.NCC(CCCC)(CCCC)C1C=CC=CC=1, predict the reaction product. The product is: [CH3:27][C:24]1[CH:23]=[CH:22][C:21]([CH2:20][C:9]([C:18]2[CH:17]=[CH:16][C:15]([CH3:19])=[CH:14][CH:13]=2)([CH2:8][C:5]2[CH:6]=[CH:7][C:2]([CH3:1])=[CH:3][CH:4]=2)[C:10]#[N:11])=[CH:26][CH:25]=1. (4) Given the reactants Br[C:2]1[S:6][C:5]([C@@:7]2([CH2:15][C:16]([OH:18])=[O:17])[CH2:12][CH2:11][CH2:10][CH2:9][S:8]2(=[O:14])=[O:13])=[CH:4][CH:3]=1.[Cl:19][C:20]1[CH:27]=[CH:26][C:23]([CH:24]=[CH2:25])=[CH:22][CH:21]=1.Cl, predict the reaction product. The product is: [O:13]=[S:8]1(=[O:14])[CH2:9][CH2:10][CH2:11][CH2:12][C@:7]1([CH2:15][C:16]([OH:18])=[O:17])[C:5]1[S:6][C:2](/[CH:25]=[CH:24]/[C:23]2[CH:26]=[CH:27][C:20]([Cl:19])=[CH:21][CH:22]=2)=[CH:3][CH:4]=1. (5) Given the reactants [CH:1]1[CH:5]=[C:4]([CH:6]=O)[O:3][CH:2]=1.C(O)(=O)[CH2:9][C:10]([OH:12])=[O:11].N1CCCCC1.Cl, predict the reaction product. The product is: [O:3]1[CH:2]=[CH:1][CH:5]=[C:4]1[CH:6]=[CH:9][C:10]([OH:12])=[O:11]. (6) Given the reactants Br[C:2]1[CH:3]=[CH:4][C:5]([C:8]([NH:10][CH2:11][CH2:12][C:13]([O:15][CH2:16][CH3:17])=[O:14])=[O:9])=[N:6][CH:7]=1.[Cl:18][C:19]1[CH:20]=[CH:21][C:22]([CH:28]=[O:29])=[C:23](B(O)O)[CH:24]=1.C([O-])([O-])=O.[K+].[K+], predict the reaction product. The product is: [Cl:18][C:19]1[CH:24]=[CH:23][C:22]([CH:28]=[O:29])=[C:21]([C:2]2[CH:3]=[CH:4][C:5]([C:8]([NH:10][CH2:11][CH2:12][C:13]([O:15][CH2:16][CH3:17])=[O:14])=[O:9])=[N:6][CH:7]=2)[CH:20]=1. (7) Given the reactants [NH:1]1[C:5]2=[CH:6][N:7]=[C:8]([NH:10][C:11]([CH:13]3[CH2:15][CH2:14]3)=[O:12])[CH:9]=[C:4]2[CH:3]=[CH:2]1.[Cl:16][C:17]1[CH:25]=[CH:24][CH:23]=[C:22]([F:26])[C:18]=1[C:19](Cl)=[O:20], predict the reaction product. The product is: [Cl:16][C:17]1[CH:25]=[CH:24][CH:23]=[C:22]([F:26])[C:18]=1[C:19]([C:3]1[C:4]2[C:5](=[CH:6][N:7]=[C:8]([NH:10][C:11]([CH:13]3[CH2:14][CH2:15]3)=[O:12])[CH:9]=2)[NH:1][CH:2]=1)=[O:20].